Dataset: Full USPTO retrosynthesis dataset with 1.9M reactions from patents (1976-2016). Task: Predict the reactants needed to synthesize the given product. (1) Given the product [F:1][C:2]1[C:7]([F:8])=[CH:6][CH:5]=[CH:4][C:3]=1[O:9][CH2:31][C@H:32]1[CH2:37][CH2:36][C@H:35]([C@H:38]2[CH2:43][CH2:42][C@H:41]([CH:44]=[CH2:45])[CH2:40][CH2:39]2)[CH2:34][CH2:33]1, predict the reactants needed to synthesize it. The reactants are: [F:1][C:2]1[C:7]([F:8])=[CH:6][CH:5]=[CH:4][C:3]=1[OH:9].P([O-])([O-])([O-])=O.[K+].[K+].[K+].O.C1(C)C=CC=CC=1.CS(O[CH2:31][C@H:32]1[CH2:37][CH2:36][C@H:35]([C@H:38]2[CH2:43][CH2:42][C@H:41]([CH:44]=[CH2:45])[CH2:40][CH2:39]2)[CH2:34][CH2:33]1)(=O)=O. (2) Given the product [CH3:1][N:2]1[CH2:3][CH2:4][N:5]([CH2:8][C:9]2[CH:10]=[CH:11][C:12]([C:13]([NH:33][C:34]3[CH:39]=[N:38][C:37]([CH3:40])=[C:36]([NH:41][C:42]4[N:47]=[C:46]([C:48]5[CH:49]=[N:50][CH:51]=[CH:52][CH:53]=5)[CH:45]=[CH:44][N:43]=4)[CH:35]=3)=[O:15])=[CH:16][CH:17]=2)[CH2:6][CH2:7]1, predict the reactants needed to synthesize it. The reactants are: [CH3:1][N:2]1[CH2:7][CH2:6][N:5]([CH2:8][C:9]2[CH:17]=[CH:16][C:12]([C:13]([OH:15])=O)=[CH:11][CH:10]=2)[CH2:4][CH2:3]1.C1(N=C=NC2CCCCC2)CCCCC1.[NH2:33][C:34]1[CH:35]=[C:36]([NH:41][C:42]2[N:47]=[C:46]([C:48]3[CH:49]=[N:50][CH:51]=[CH:52][CH:53]=3)[CH:45]=[CH:44][N:43]=2)[C:37]([CH3:40])=[N:38][CH:39]=1. (3) Given the product [Si:1]([O:8][CH:9]1[CH2:14][CH2:13][CH:12]([CH:15]([C:26]([OH:28])=[O:27])[C:16]([CH:21]2[CH2:25][CH2:24][CH2:23][CH2:22]2)([OH:20])[C:17]([OH:19])=[O:18])[CH2:11][CH2:10]1)([C:4]([CH3:6])([CH3:7])[CH3:5])([CH3:3])[CH3:2], predict the reactants needed to synthesize it. The reactants are: [Si:1]([O:8][CH:9]1[CH2:14][CH2:13][CH:12]([CH:15]([C:26]([O-:28])=[O:27])[C:16]([CH:21]2[CH2:25][CH2:24][CH2:23][CH2:22]2)([OH:20])[C:17]([O-:19])=[O:18])[CH2:11][CH2:10]1)([C:4]([CH3:7])([CH3:6])[CH3:5])([CH3:3])[CH3:2].[H][H]. (4) Given the product [CH3:1][O:2][C:3](=[O:16])[C:4]1[CH:9]=[C:8]([C:29]2[N:25]([O:24][CH2:17][C:18]3[CH:23]=[CH:22][CH:21]=[CH:20][CH:19]=3)[N:26]=[CH:27][CH:28]=2)[C:7]([C:11]([F:14])([F:13])[F:12])=[CH:6][C:5]=1[NH2:15], predict the reactants needed to synthesize it. The reactants are: [CH3:1][O:2][C:3](=[O:16])[C:4]1[CH:9]=[C:8](I)[C:7]([C:11]([F:14])([F:13])[F:12])=[CH:6][C:5]=1[NH2:15].[CH2:17]([O:24][N:25]1[C:29]([Sn](CCCC)(CCCC)CCCC)=[CH:28][CH:27]=[N:26]1)[C:18]1[CH:23]=[CH:22][CH:21]=[CH:20][CH:19]=1. (5) The reactants are: C[O:2][C:3](=[O:44])[C@@H:4]([NH:29][C:30]1[CH:35]=[CH:34][CH:33]=[CH:32][C:31]=1[C:36](=[O:43])[C:37]1[CH:42]=[CH:41][CH:40]=[CH:39][CH:38]=1)[CH2:5][C:6]1[CH:11]=[CH:10][C:9]([O:12][CH2:13][CH2:14][N:15]2[C:28]3[CH:27]=[CH:26][CH:25]=[CH:24][C:23]=3[O:22][C:21]3[C:16]2=[CH:17][CH:18]=[CH:19][CH:20]=3)=[CH:8][CH:7]=1.[OH-].[Na+]. Given the product [C:36]([C:31]1[CH:32]=[CH:33][CH:34]=[CH:35][C:30]=1[NH:29][C@@H:4]([CH2:5][C:6]1[CH:11]=[CH:10][C:9]([O:12][CH2:13][CH2:14][N:15]2[C:28]3[CH:27]=[CH:26][CH:25]=[CH:24][C:23]=3[O:22][C:21]3[C:16]2=[CH:17][CH:18]=[CH:19][CH:20]=3)=[CH:8][CH:7]=1)[C:3]([OH:44])=[O:2])(=[O:43])[C:37]1[CH:38]=[CH:39][CH:40]=[CH:41][CH:42]=1, predict the reactants needed to synthesize it. (6) Given the product [NH2:1][N:2]1[C:7](=[O:8])[C:6]2[C:9]([CH3:13])=[C:10]([CH3:12])[S:11][C:5]=2[N:4]=[C:3]1[S:14][CH2:30][CH2:31][CH2:32][N:33]1[CH2:38][CH2:37][N:36]([C:39]2[CH:48]=[CH:47][C:46]3[C:41](=[CH:42][CH:43]=[CH:44][CH:45]=3)[N:40]=2)[CH2:35][CH2:34]1, predict the reactants needed to synthesize it. The reactants are: [NH2:1][N:2]1[C:7](=[O:8])[C:6]2[C:9]([CH3:13])=[C:10]([CH3:12])[S:11][C:5]=2[N:4]=[C:3]1[S-:14].[K+].NC1SC(C)=C(C)C=1C(OCC)=O.Cl[CH2:30][CH2:31][CH2:32][N:33]1[CH2:38][CH2:37][N:36]([C:39]2[CH:48]=[CH:47][C:46]3[C:41](=[CH:42][CH:43]=[CH:44][CH:45]=3)[N:40]=2)[CH2:35][CH2:34]1.C(O)C. (7) The reactants are: [O:1]1[C:6]2[CH:7]=[CH:8][C:9]([S:11]([N:14]([CH2:19][C@H:20]3[O:24]C(C)(C)[N:22]([C:27]([O:29][C@@H:30]4[C@H:37]5[C@H:33]([O:34][CH2:35][CH2:36]5)[O:32][CH2:31]4)=[O:28])[C@H:21]3[CH2:38][C:39]3[CH:44]=[CH:43][C:42]([O:45][CH2:46][C:47]4[CH:52]=[CH:51][CH:50]=[CH:49][N:48]=4)=[CH:41][CH:40]=3)[CH2:15][CH:16]([CH3:18])[CH3:17])(=[O:13])=[O:12])=[CH:10][C:5]=2[O:4][CH2:3][CH2:2]1.[OH-].[Na+]. Given the product [O:1]1[C:6]2[CH:7]=[CH:8][C:9]([S:11]([N:14]([CH2:15][CH:16]([CH3:18])[CH3:17])[CH2:19][C@@H:20]([OH:24])[C@@H:21]([NH:22][C:27](=[O:28])[O:29][C@@H:30]3[C@H:37]4[C@H:33]([O:34][CH2:35][CH2:36]4)[O:32][CH2:31]3)[CH2:38][C:39]3[CH:40]=[CH:41][C:42]([O:45][CH2:46][C:47]4[CH:52]=[CH:51][CH:50]=[CH:49][N:48]=4)=[CH:43][CH:44]=3)(=[O:13])=[O:12])=[CH:10][C:5]=2[O:4][CH2:3][CH2:2]1, predict the reactants needed to synthesize it. (8) Given the product [CH2:1]([O:16][C:14](=[O:15])[C:13]1[CH:17]=[CH:18][C:10]([NH2:9])=[N:11][CH:12]=1)[C:2]1[CH:7]=[CH:6][CH:5]=[CH:4][CH:3]=1, predict the reactants needed to synthesize it. The reactants are: [CH2:1](Br)[C:2]1[CH:7]=[CH:6][CH:5]=[CH:4][CH:3]=1.[NH2:9][C:10]1[CH:18]=[CH:17][C:13]([C:14]([OH:16])=[O:15])=[CH:12][N:11]=1.C(=O)([O-])[O-].[K+].[K+]. (9) Given the product [C:5]([O:10][C@H:4]1[C@H:3]([O:11][C@H:12]([CH3:25])[C:13](=[O:14])[NH:15][C@@H:16]([CH3:24])[CH2:17][C:18]2[CH:19]=[CH:20][CH:21]=[CH:22][CH:23]=2)[C@H:2]([NH:1][C:3](=[O:11])[CH3:2])[CH2:7][O:6][C@@H:5]1[CH2:8][O:9][C:30](=[O:32])[CH3:31])(=[O:6])[CH3:4], predict the reactants needed to synthesize it. The reactants are: [NH2:1][C@@H:2]1[CH2:7][O:6][C@H:5]([CH2:8][OH:9])[C@@H:4]([OH:10])[C@@H:3]1[O:11][C@H:12]([CH3:25])[C:13]([NH:15][C@@H:16]([CH3:24])[CH2:17][C:18]1[CH:23]=[CH:22][CH:21]=[CH:20][CH:19]=1)=[O:14].C(O[C:30](=[O:32])[CH3:31])(=O)C. (10) Given the product [CH3:20][C:19]([CH3:22])([CH3:21])[C:18]#[C:17][CH2:16][O:12][CH2:11][CH:8]1[CH2:9][CH2:10][C:5]2([O:4][CH2:3][CH2:2][O:1]2)[CH2:6][CH2:7]1, predict the reactants needed to synthesize it. The reactants are: [O:1]1[C:5]2([CH2:10][CH2:9][CH:8]([CH2:11][OH:12])[CH2:7][CH2:6]2)[O:4][CH2:3][CH2:2]1.[H-].[Na+].Br[CH2:16][C:17]#[C:18][C:19]([CH3:22])([CH3:21])[CH3:20].